From a dataset of NCI-60 drug combinations with 297,098 pairs across 59 cell lines. Regression. Given two drug SMILES strings and cell line genomic features, predict the synergy score measuring deviation from expected non-interaction effect. (1) Drug 1: CN(C)C1=NC(=NC(=N1)N(C)C)N(C)C. Drug 2: CC1CCC2CC(C(=CC=CC=CC(CC(C(=O)C(C(C(=CC(C(=O)CC(OC(=O)C3CCCCN3C(=O)C(=O)C1(O2)O)C(C)CC4CCC(C(C4)OC)O)C)C)O)OC)C)C)C)OC. Cell line: SK-MEL-28. Synergy scores: CSS=12.8, Synergy_ZIP=-0.119, Synergy_Bliss=0.0924, Synergy_Loewe=-12.4, Synergy_HSA=-3.61. (2) Drug 1: CC1OCC2C(O1)C(C(C(O2)OC3C4COC(=O)C4C(C5=CC6=C(C=C35)OCO6)C7=CC(=C(C(=C7)OC)O)OC)O)O. Drug 2: COCCOC1=C(C=C2C(=C1)C(=NC=N2)NC3=CC=CC(=C3)C#C)OCCOC.Cl. Cell line: U251. Synergy scores: CSS=54.1, Synergy_ZIP=1.31, Synergy_Bliss=2.64, Synergy_Loewe=-8.40, Synergy_HSA=3.32. (3) Drug 1: CC1OCC2C(O1)C(C(C(O2)OC3C4COC(=O)C4C(C5=CC6=C(C=C35)OCO6)C7=CC(=C(C(=C7)OC)O)OC)O)O. Drug 2: C1CN(P(=O)(OC1)NCCCl)CCCl. Cell line: NCI-H322M. Synergy scores: CSS=5.27, Synergy_ZIP=-1.62, Synergy_Bliss=1.50, Synergy_Loewe=-3.42, Synergy_HSA=1.04. (4) Drug 1: C1CC(=O)NC(=O)C1N2CC3=C(C2=O)C=CC=C3N. Drug 2: CC1=C(C(=O)C2=C(C1=O)N3CC4C(C3(C2COC(=O)N)OC)N4)N. Cell line: KM12. Synergy scores: CSS=4.10, Synergy_ZIP=-4.20, Synergy_Bliss=-11.3, Synergy_Loewe=-9.37, Synergy_HSA=-8.98. (5) Drug 1: CC12CCC(CC1=CCC3C2CCC4(C3CC=C4C5=CN=CC=C5)C)O. Drug 2: C1CN(CCN1C(=O)CCBr)C(=O)CCBr. Cell line: MALME-3M. Synergy scores: CSS=7.45, Synergy_ZIP=-1.93, Synergy_Bliss=1.35, Synergy_Loewe=-0.316, Synergy_HSA=1.01. (6) Drug 1: CN1CCC(CC1)COC2=C(C=C3C(=C2)N=CN=C3NC4=C(C=C(C=C4)Br)F)OC. Drug 2: C#CCC(CC1=CN=C2C(=N1)C(=NC(=N2)N)N)C3=CC=C(C=C3)C(=O)NC(CCC(=O)O)C(=O)O. Cell line: COLO 205. Synergy scores: CSS=-3.65, Synergy_ZIP=3.30, Synergy_Bliss=0.359, Synergy_Loewe=-6.03, Synergy_HSA=-7.34. (7) Drug 1: CNC(=O)C1=CC=CC=C1SC2=CC3=C(C=C2)C(=NN3)C=CC4=CC=CC=N4. Drug 2: CC1=C(C(CCC1)(C)C)C=CC(=CC=CC(=CC(=O)O)C)C. Cell line: SF-539. Synergy scores: CSS=17.7, Synergy_ZIP=-6.44, Synergy_Bliss=-3.28, Synergy_Loewe=2.87, Synergy_HSA=3.32. (8) Drug 1: CC12CCC3C(C1CCC2=O)CC(=C)C4=CC(=O)C=CC34C. Drug 2: C1=NNC2=C1C(=O)NC=N2. Cell line: SR. Synergy scores: CSS=17.7, Synergy_ZIP=0.333, Synergy_Bliss=0.0636, Synergy_Loewe=-39.0, Synergy_HSA=-0.140. (9) Drug 1: CCN(CC)CCNC(=O)C1=C(NC(=C1C)C=C2C3=C(C=CC(=C3)F)NC2=O)C. Drug 2: CCC1(CC2CC(C3=C(CCN(C2)C1)C4=CC=CC=C4N3)(C5=C(C=C6C(=C5)C78CCN9C7C(C=CC9)(C(C(C8N6C)(C(=O)OC)O)OC(=O)C)CC)OC)C(=O)OC)O.OS(=O)(=O)O. Cell line: HCT-15. Synergy scores: CSS=2.10, Synergy_ZIP=-0.0774, Synergy_Bliss=1.43, Synergy_Loewe=-2.03, Synergy_HSA=-1.55. (10) Drug 1: CN(C)N=NC1=C(NC=N1)C(=O)N. Drug 2: C(CCl)NC(=O)N(CCCl)N=O. Cell line: OVCAR-5. Synergy scores: CSS=1.76, Synergy_ZIP=0.728, Synergy_Bliss=3.12, Synergy_Loewe=0.601, Synergy_HSA=0.844.